From a dataset of Reaction yield outcomes from USPTO patents with 853,638 reactions. Predict the reaction yield, written as a fraction of the theoretical maximum amount of product (1.0 means a 100% yield; for example, 0.34 means a 34% yield). (1) The reactants are [Br:1][CH2:2][C:3]1[CH:11]=[CH:10][CH:9]=[C:8]2[C:4]=1[CH:5]=[N:6][NH:7]2.[O:12]1[CH:17]=[CH:16][CH2:15][CH2:14][CH2:13]1.O.C1(C)C=CC(S(O)(=O)=O)=CC=1.C(=O)([O-])[O-].[Na+].[Na+]. The catalyst is C1COCC1. The product is [Br:1][CH2:2][C:3]1[CH:11]=[CH:10][CH:9]=[C:8]2[C:4]=1[CH:5]=[N:6][N:7]2[CH:13]1[CH2:14][CH2:15][CH2:16][CH2:17][O:12]1. The yield is 0.869. (2) The reactants are [C:1]([CH2:4][C:5]1[CH:6]=[CH:7][C:8]2[N:12]=[C:11]([C:13]3[CH:18]=[CH:17][CH:16]=[CH:15][C:14]=3[O:19][CH3:20])[NH:10][C:9]=2[C:21]=1[C:22](O)=[O:23])(O)=[O:2].[NH2:25][CH2:26][CH2:27][CH2:28][N:29]([CH2:37][CH2:38][C:39]1[CH:44]=[CH:43][C:42]([O:45][CH3:46])=[C:41]([O:47][CH3:48])[CH:40]=1)[C:30](=[O:36])[O:31][C:32]([CH3:35])([CH3:34])[CH3:33].O(C(OC(C)(C)C)=O)C(OC(C)(C)C)=O.CCN(CC)CC. The catalyst is C(O)CO.CCOC(C)=O.C(Cl)Cl. The product is [C:32]([O:31][C:30](=[O:36])[N:29]([CH2:37][CH2:38][C:39]1[CH:44]=[CH:43][C:42]([O:45][CH3:46])=[C:41]([O:47][CH3:48])[CH:40]=1)[CH2:28][CH2:27][CH2:26][N:25]1[C:1](=[O:2])[CH2:4][C:5]2[CH:6]=[CH:7][C:8]3[N:12]=[C:11]([C:13]4[CH:18]=[CH:17][CH:16]=[CH:15][C:14]=4[O:19][CH3:20])[NH:10][C:9]=3[C:21]=2[C:22]1=[O:23])([CH3:33])([CH3:35])[CH3:34]. The yield is 0.540. (3) The reactants are [CH3:1][O:2][C:3]([C:5]1[CH:6]=[CH:7][C:8]([C:11]([OH:13])=O)=[N:9][CH:10]=1)=[O:4].C1N=CN(C(N2C=NC=C2)=O)C=1.[Cl:26][C:27]1[CH:28]=[C:29]([CH:31]=[C:32]([Cl:37])[C:33]=1[O:34][CH2:35][CH3:36])[NH2:30].CCN(C(C)C)C(C)C. The catalyst is CN(C=O)C. The product is [Cl:26][C:27]1[CH:28]=[C:29]([NH:30][C:11]([C:8]2[CH:7]=[CH:6][C:5]([C:3]([O:2][CH3:1])=[O:4])=[CH:10][N:9]=2)=[O:13])[CH:31]=[C:32]([Cl:37])[C:33]=1[O:34][CH2:35][CH3:36]. The yield is 0.450. (4) The yield is 0.500. The reactants are [O:1]=[C:2]1[CH:7]=[C:6]([C:8]([O:10][CH3:11])=[O:9])[CH:5]=[CH:4][NH:3]1.[Br:12][CH2:13][CH:14]([F:18])[CH2:15][CH2:16]Br.C([O-])([O-])=O.[K+].[K+]. The product is [Br:12][CH2:13][CH:14]([F:18])[CH2:15][CH2:16][N:3]1[CH:4]=[CH:5][C:6]([C:8]([O:10][CH3:11])=[O:9])=[CH:7][C:2]1=[O:1]. The catalyst is CN(C=O)C. (5) The reactants are [F:1][CH2:2][C:3]([C:7]1[CH:11]=[C:10]([NH:12][C:13](=[O:21])OC2C=CC=CC=2)[N:9]([C:22]2[CH:27]=[CH:26][CH:25]=[CH:24][CH:23]=2)[N:8]=1)([CH3:6])[CH2:4][F:5].[CH3:28][O:29][C:30]1[CH:31]=[C:32]2[C:37](=[CH:38][C:39]=1[O:40][CH3:41])[N:36]=[CH:35][N:34]=[C:33]2[O:42][C:43]1[CH:44]=[C:45]([CH:47]=[CH:48][CH:49]=1)[NH2:46].C(N(CC)C(C)C)(C)C. The catalyst is C1COCC1. The product is [F:1][CH2:2][C:3]([C:7]1[CH:11]=[C:10]([NH:12][C:13]([NH:46][C:45]2[CH:47]=[CH:48][CH:49]=[C:43]([O:42][C:33]3[C:32]4[C:37](=[CH:38][C:39]([O:40][CH3:41])=[C:30]([O:29][CH3:28])[CH:31]=4)[N:36]=[CH:35][N:34]=3)[CH:44]=2)=[O:21])[N:9]([C:22]2[CH:27]=[CH:26][CH:25]=[CH:24][CH:23]=2)[N:8]=1)([CH3:6])[CH2:4][F:5]. The yield is 0.160. (6) The reactants are [I:1][C:2]1[C:10]2[C:5](=[N:6][CH:7]=[N:8][C:9]=2[NH2:11])[NH:4][N:3]=1.C([O-])([O-])=O.[K+].[K+].F[C:19]1[CH:24]=[CH:23][C:22]([N+:25]([O-:27])=[O:26])=[CH:21][CH:20]=1.O. The catalyst is CN(C=O)C. The product is [I:1][C:2]1[C:10]2[C:5](=[N:6][CH:7]=[N:8][C:9]=2[NH2:11])[N:4]([C:19]2[CH:24]=[CH:23][C:22]([N+:25]([O-:27])=[O:26])=[CH:21][CH:20]=2)[N:3]=1. The yield is 0.890. (7) The catalyst is CN(C=O)C. The product is [CH3:2][O:3][C:4](=[O:36])[C:5]1[CH:6]=[CH:7][C:8]([O:11][C:12]2[CH:13]=[CH:14][C:15]([CH2:18][C@H:19]([NH:35][C:37](=[O:44])[CH2:38][CH2:39][CH2:40][C:41]([OH:43])=[O:42])[C:20]3[N:21]([CH2:33][CH3:34])[CH:22]=[C:23]([C:25]4[CH:30]=[CH:29][C:28]([Cl:31])=[CH:27][C:26]=4[Cl:32])[N:24]=3)=[CH:16][CH:17]=2)=[CH:9][CH:10]=1. The reactants are Cl.[CH3:2][O:3][C:4](=[O:36])[C:5]1[CH:10]=[CH:9][C:8]([O:11][C:12]2[CH:17]=[CH:16][C:15]([CH2:18][C@H:19]([NH2:35])[C:20]3[N:21]([CH2:33][CH3:34])[CH:22]=[C:23]([C:25]4[CH:30]=[CH:29][C:28]([Cl:31])=[CH:27][C:26]=4[Cl:32])[N:24]=3)=[CH:14][CH:13]=2)=[CH:7][CH:6]=1.[C:37]1(=[O:44])[O:43][C:41](=[O:42])[CH2:40][CH2:39][CH2:38]1.CCN(C(C)C)C(C)C.C(O)(=O)CC(CC(O)=O)(C(O)=O)O. The yield is 0.730. (8) The product is [ClH:46].[NH2:35][C:32]([CH3:33])([CH3:34])[CH:31]=[C:30]([C:43]#[N:44])[C:29]([NH:28][C@H:26]([CH3:27])[CH2:25][N:8]1[C:4]2=[N:5][CH:6]=[N:7][C:2]([NH2:1])=[C:3]2[C:10]([C:11]2[CH:16]=[CH:15][C:14]([O:17][C:18]3[CH:23]=[CH:22][CH:21]=[CH:20][CH:19]=3)=[CH:13][C:12]=2[F:24])=[N:9]1)=[O:45]. The yield is 0.950. The catalyst is CO.O1CCOCC1. The reactants are [NH2:1][C:2]1[N:7]=[CH:6][N:5]=[C:4]2[N:8]([CH2:25][C@H:26]([NH:28][C:29](=[O:45])[C:30]([C:43]#[N:44])=[CH:31][C:32]([NH:35]C(=O)OC(C)(C)C)([CH3:34])[CH3:33])[CH3:27])[N:9]=[C:10]([C:11]3[CH:16]=[CH:15][C:14]([O:17][C:18]4[CH:23]=[CH:22][CH:21]=[CH:20][CH:19]=4)=[CH:13][C:12]=3[F:24])[C:3]=12.[ClH:46].C(OCC)C. (9) The reactants are S(Cl)([Cl:3])=O.[O:5]1[C:9]2[CH:10]=[CH:11][C:12]([CH2:14][N:15]([CH3:19])[CH2:16][CH2:17]O)=[CH:13][C:8]=2[O:7][CH2:6]1. The catalyst is C(Cl)Cl. The product is [ClH:3].[O:5]1[C:9]2[CH:10]=[CH:11][C:12]([CH2:14][N:15]([CH2:16][CH2:17][Cl:3])[CH3:19])=[CH:13][C:8]=2[O:7][CH2:6]1. The yield is 0.910. (10) The reactants are [F:1][C:2]1[CH:10]=[C:9]([OH:11])[CH:8]=[CH:7][C:3]=1[C:4]([OH:6])=[O:5].S(=O)(=O)(O)O.[CH3:17]O. No catalyst specified. The product is [F:1][C:2]1[CH:10]=[C:9]([OH:11])[CH:8]=[CH:7][C:3]=1[C:4]([O:6][CH3:17])=[O:5]. The yield is 0.940.